This data is from Forward reaction prediction with 1.9M reactions from USPTO patents (1976-2016). The task is: Predict the product of the given reaction. Given the reactants [N:1]1([CH2:6][C@@H:7]([O:14][C:15]2[CH:24]=[CH:23][C:22]3[C:21](=[O:25])[CH2:20][CH2:19][CH2:18][C:17]=3[C:16]=2[CH2:26][S:27][C:28]2[CH:29]=[C:30]([CH:34]=[CH:35][CH:36]=2)[C:31]([OH:33])=O)[C:8]2[CH:13]=[CH:12][CH:11]=[CH:10][CH:9]=2)[CH:5]=[CH:4][N:3]=[CH:2]1.[CH3:37][O:38][CH2:39][CH2:40][NH2:41], predict the reaction product. The product is: [N:1]1([CH2:6][C@@H:7]([O:14][C:15]2[CH:24]=[CH:23][C:22]3[C:21](=[O:25])[CH2:20][CH2:19][CH2:18][C:17]=3[C:16]=2[CH2:26][S:27][C:28]2[CH:29]=[C:30]([CH:34]=[CH:35][CH:36]=2)[C:31]([NH:41][CH2:40][CH2:39][O:38][CH3:37])=[O:33])[C:8]2[CH:13]=[CH:12][CH:11]=[CH:10][CH:9]=2)[CH:5]=[CH:4][N:3]=[CH:2]1.